Dataset: TCR-epitope binding with 47,182 pairs between 192 epitopes and 23,139 TCRs. Task: Binary Classification. Given a T-cell receptor sequence (or CDR3 region) and an epitope sequence, predict whether binding occurs between them. (1) The epitope is KAFSPEVIPMF. The TCR CDR3 sequence is CASTGSGYGYTF. Result: 1 (the TCR binds to the epitope). (2) The TCR CDR3 sequence is CASSPPGQWNNEQFF. Result: 1 (the TCR binds to the epitope). The epitope is ILHCANFNV. (3) The epitope is QYDPVAALF. The TCR CDR3 sequence is CASSPTGGSSYEQYF. Result: 0 (the TCR does not bind to the epitope). (4) The epitope is FIAGLIAIV. The TCR CDR3 sequence is CASSLQGDEQFF. Result: 1 (the TCR binds to the epitope). (5) The epitope is LLDFVRFMGV. The TCR CDR3 sequence is CAIKVTENTEAFF. Result: 1 (the TCR binds to the epitope). (6) The TCR CDR3 sequence is CASSARTSGGSEQFF. The epitope is PROT_97E67BCC. Result: 1 (the TCR binds to the epitope).